This data is from Full USPTO retrosynthesis dataset with 1.9M reactions from patents (1976-2016). The task is: Predict the reactants needed to synthesize the given product. (1) Given the product [NH:1]1[CH:5]=[CH:4][CH:3]=[N:2]1.[Li:6][S:7]([O:10][C:11]([F:14])([F:13])[F:12])(=[O:9])=[O:8], predict the reactants needed to synthesize it. The reactants are: [NH:1]1[CH:5]=[CH:4][CH:3]=[N:2]1.[Li:6][S:7]([O:10][C:11]([F:14])([F:13])[F:12])(=[O:9])=[O:8]. (2) Given the product [CH:26]1([N:25]2[C:24]3[CH:32]=[CH:33][C:34]([C:36]([OH:38])=[O:37])=[CH:35][C:23]=3[N:22]=[C:21]2[C:16]2[CH:17]=[C:18]3[C:13](=[CH:14][CH:15]=2)[N:12]=[C:11]([C:10]2[C:5]([C:4]4[CH:41]=[CH:42][CH:43]=[C:2]([CH3:45])[CH:3]=4)=[CH:6][CH:7]=[C:8]([O:39][CH3:40])[CH:9]=2)[CH:20]=[CH:19]3)[CH2:31][CH2:30][CH2:29][CH2:28][CH2:27]1, predict the reactants needed to synthesize it. The reactants are: Cl[C:2]1[CH:3]=[C:4]([CH:41]=[CH:42][C:43]=1F)[C:5]1[C:10]([C:11]2[CH:20]=[CH:19][C:18]3[C:13](=[CH:14][CH:15]=[C:16]([C:21]4[N:25]([CH:26]5[CH2:31][CH2:30][CH2:29][CH2:28][CH2:27]5)[C:24]5[CH:32]=[CH:33][C:34]([C:36]([OH:38])=[O:37])=[CH:35][C:23]=5[N:22]=4)[CH:17]=3)[N:12]=2)=[CH:9][C:8]([O:39][CH3:40])=[CH:7][CH:6]=1.[CH3:45]OC(C1C=CC2N(C3CCCCC3)C(C3C=C4C(=CC=3)N=C(C3C=C(OC)C=CC=3Br)C=C4)=NC=2C=1)=O.C1(C)C=CC=C(B(O)O)C=1. (3) The reactants are: [NH2:1][C:2]1[C:7]([NH2:8])=[C:6]([NH:9][C@@H:10]2[C@@H:15]3[CH2:16][C@@H:12]([CH:13]=[CH:14]3)[C@@H:11]2[C:17]([NH2:19])=[O:18])[C:5]([Br:20])=[CH:4][N:3]=1.[CH3:21][O:22][C:23]1[C:28]([CH:29]=O)=[CH:27][CH:26]=[CH:25][N:24]=1. Given the product [Br:20][C:5]1[C:6]([NH:9][C@@H:10]2[C@@H:15]3[CH2:16][C@@H:12]([CH:13]=[CH:14]3)[C@@H:11]2[C:17]([NH2:19])=[O:18])=[C:7]2[N:8]=[C:29]([C:28]3[C:23]([O:22][CH3:21])=[N:24][CH:25]=[CH:26][CH:27]=3)[NH:1][C:2]2=[N:3][CH:4]=1, predict the reactants needed to synthesize it.